This data is from Reaction yield outcomes from USPTO patents with 853,638 reactions. The task is: Predict the reaction yield, written as a fraction of the theoretical maximum amount of product (1.0 means a 100% yield; for example, 0.34 means a 34% yield). The yield is 0.596. The product is [CH3:3][C:4]1[N:8]([CH2:18][CH2:17][OH:16])[N:7]=[C:6]([C:9]2[CH:10]=[CH:11][CH:12]=[CH:13][CH:14]=2)[CH:5]=1. The reactants are [H-].[Na+].[CH3:3][C:4]1[NH:8][N:7]=[C:6]([C:9]2[CH:14]=[CH:13][CH:12]=[CH:11][CH:10]=2)[CH:5]=1.C1(=O)O[CH2:18][CH2:17][O:16]1. The catalyst is CN(C=O)C.